From a dataset of Full USPTO retrosynthesis dataset with 1.9M reactions from patents (1976-2016). Predict the reactants needed to synthesize the given product. (1) Given the product [CH3:1][O:2][C:3](=[O:22])[CH2:4][C:5]1[CH:10]=[C:9]([S:30]([C:28]2[S:29][C:25]([CH3:24])=[C:26]([C:33]3[CH:34]=[CH:35][C:36]([C:39]([F:42])([F:40])[F:41])=[CH:37][CH:38]=3)[CH:27]=2)(=[O:32])=[O:31])[CH:8]=[C:7]([O:19][CH2:20][CH3:21])[CH:6]=1, predict the reactants needed to synthesize it. The reactants are: [CH3:1][O:2][C:3](=[O:22])[CH2:4][C:5]1[CH:10]=[C:9](OS(C(F)(F)F)(=O)=O)[CH:8]=[C:7]([O:19][CH2:20][CH3:21])[CH:6]=1.[Na+].[CH3:24][C:25]1[S:29][C:28]([S:30]([O-:32])=[O:31])=[CH:27][C:26]=1[C:33]1[CH:38]=[CH:37][C:36]([C:39]([F:42])([F:41])[F:40])=[CH:35][CH:34]=1.CC1(C)C2C(=C(P(C3C=CC=CC=3)C3C=CC=CC=3)C=CC=2)OC2C(P(C3C=CC=CC=3)C3C=CC=CC=3)=CC=CC1=2.C(=O)([O-])[O-].[Cs+].[Cs+].C1(C)C=CC=CC=1. (2) Given the product [NH2:41][C:40]1[C:36]([C:32]2[N:33]([CH2:34][CH3:35])[C:21]3[CH:20]=[C:19]([O:18][CH2:17][C@@H:16]([NH2:12])[CH3:42])[N:24]=[C:23]([C:25]#[C:26][C:27]([CH3:28])([OH:30])[CH3:29])[C:22]=3[N:31]=2)=[N:37][O:38][N:39]=1, predict the reactants needed to synthesize it. The reactants are: Cl.O1CCOCC1.CC([N:12]([C@@H:16]([CH3:42])[CH2:17][O:18][C:19]1[N:24]=[C:23]([C:25]#[C:26][C:27]([OH:30])([CH3:29])[CH3:28])[C:22]2[N:31]=[C:32]([C:36]3[C:40]([NH2:41])=[N:39][O:38][N:37]=3)[N:33]([CH2:34][CH3:35])[C:21]=2[CH:20]=1)C(=O)[O-])(C)C. (3) Given the product [I:1][C:2]1[CH:6]=[CH:5][N:4]([C:14]2[CH:15]=[C:16]([C:20]([F:23])([F:22])[F:21])[N:17]=[N:18][CH:19]=2)[N:3]=1, predict the reactants needed to synthesize it. The reactants are: [I:1][C:2]1[CH:6]=[CH:5][NH:4][N:3]=1.CC(C)([O-])C.[K+].Cl[C:14]1[CH:15]=[C:16]([C:20]([F:23])([F:22])[F:21])[N:17]=[N:18][CH:19]=1. (4) Given the product [CH2:9]([N:8]([CH2:11][CH3:12])[C:5]1[CH:6]=[CH:7][C:2]([NH:1][C:62]([C:61]2[CH:60]=[C:59]([CH2:58][CH2:57][CH2:56][O:55][CH2:54][CH2:53][O:52][CH2:51][CH2:50][O:49][CH2:48][CH2:47][O:46][CH2:45][CH2:44][O:43][CH2:42][CH2:41][O:40][CH2:39][CH2:38][C:37]([OH:68])=[O:36])[CH:67]=[CH:66][CH:65]=2)=[O:63])=[C:3]([C:13]2[CH:14]=[C:15]([C:16](=[O:17])[NH:18][CH2:19][C:20]3[CH:25]=[CH:24][CH:23]=[C:22]([C:26]([F:27])([F:28])[F:29])[CH:21]=3)[CH:30]=[CH:31][N:32]=2)[CH:4]=1)[CH3:10], predict the reactants needed to synthesize it. The reactants are: [NH2:1][C:2]1[CH:7]=[CH:6][C:5]([N:8]([CH2:11][CH3:12])[CH2:9][CH3:10])=[CH:4][C:3]=1[C:13]1[CH:14]=[C:15]([CH:30]=[CH:31][N:32]=1)[C:16]([NH:18][CH2:19][C:20]1[CH:25]=[CH:24][CH:23]=[C:22]([C:26]([F:29])([F:28])[F:27])[CH:21]=1)=[O:17].CC(C)([O:36][C:37](=[O:68])[CH2:38][CH2:39][O:40][CH2:41][CH2:42][O:43][CH2:44][CH2:45][O:46][CH2:47][CH2:48][O:49][CH2:50][CH2:51][O:52][CH2:53][CH2:54][O:55][CH2:56][CH2:57][CH2:58][C:59]1[CH:60]=[C:61]([CH:65]=[CH:66][CH:67]=1)[C:62](O)=[O:63])C. (5) Given the product [OH:1][CH2:2][CH2:3][N:4]1[CH2:9][CH2:8][N:7]([CH2:10][C:11]([NH:13][C:14]2[C:15]([N:23]3[CH2:27][CH2:26][CH2:25][CH2:24]3)=[N:16][C:17]([CH3:21])=[CH:18][C:19]=2[N:23]2[CH2:27][CH2:26][CH2:25][CH2:24]2)=[O:12])[CH2:6][CH2:5]1, predict the reactants needed to synthesize it. The reactants are: [OH:1][CH2:2][CH2:3][N:4]1[CH2:9][CH2:8][N:7]([CH2:10][C:11]([NH:13][C:14]2[C:15](Br)=[N:16][C:17]([CH3:21])=[CH:18][C:19]=2Br)=[O:12])[CH2:6][CH2:5]1.[NH:23]1[CH2:27][CH2:26][CH2:25][CH2:24]1.